From a dataset of Forward reaction prediction with 1.9M reactions from USPTO patents (1976-2016). Predict the product of the given reaction. Given the reactants C1N=CN(C(N2C=NC=C2)=O)C=1.[Cl:13][C:14]1[CH:15]=[CH:16][C:17]([C:20]([OH:22])=O)=[N:18][CH:19]=1.C(OC(=O)[N:29]([C:38]1[S:39][C@@H:40]2[C@H:42]([C@:43]([C:46]3[C:47]([F:53])=[N:48][CH:49]=[C:50]([NH2:52])[CH:51]=3)([CH3:45])[N:44]=1)[CH2:41]2)COCC[Si](C)(C)C)(C)(C)C.S(=O)(=O)(O)O, predict the reaction product. The product is: [NH2:29][C:38]1[S:39][C@@H:40]2[C@H:42]([C@:43]([C:46]3[CH:51]=[C:50]([NH:52][C:20](=[O:22])[C:17]4[CH:16]=[CH:15][C:14]([Cl:13])=[CH:19][N:18]=4)[CH:49]=[N:48][C:47]=3[F:53])([CH3:45])[N:44]=1)[CH2:41]2.